This data is from Reaction yield outcomes from USPTO patents with 853,638 reactions. The task is: Predict the reaction yield, written as a fraction of the theoretical maximum amount of product (1.0 means a 100% yield; for example, 0.34 means a 34% yield). (1) The reactants are [CH2:1]([C:3]1[C:11](C(O)=O)=[C:6]2[CH:7]=[CH:8][CH:9]=[CH:10][N:5]2[N:4]=1)[CH3:2].S(=O)(=O)(O)O.C(OCC)(=O)C.C(=O)(O)[O-].[Na+]. The catalyst is O. The product is [CH2:1]([C:3]1[CH:11]=[C:6]2[CH:7]=[CH:8][CH:9]=[CH:10][N:5]2[N:4]=1)[CH3:2]. The yield is 0.820. (2) The reactants are C([O-])=O.[NH4+].C([N:12]1[CH2:17][CH2:16][CH:15]([C:18]2[C:22]3=[C:23]4[CH:29]=[CH:28][NH:27][C:24]4=[N:25][CH:26]=[C:21]3[NH:20][N:19]=2)[CH2:14][CH2:13]1)C1C=CC=CC=1. The catalyst is [OH-].[OH-].[Pd+2].CO. The product is [NH:12]1[CH2:17][CH2:16][CH:15]([C:18]2[C:22]3=[C:23]4[CH:29]=[CH:28][NH:27][C:24]4=[N:25][CH:26]=[C:21]3[NH:20][N:19]=2)[CH2:14][CH2:13]1. The yield is 0.840. (3) The reactants are Cl.[Cl:2][C:3]1[CH:8]=[C:7]([C:9]2[CH:14]=[C:13]([Cl:15])[CH:12]=[CH:11][C:10]=2[Cl:16])[N:6]=[C:5]2[CH2:17][CH2:18][CH2:19][C:4]=12.[NH2:20][C:21]1[CH:26]=[CH:25][C:24]([CH2:27][C:28]([NH2:30])=[O:29])=[CH:23][CH:22]=1. No catalyst specified. The product is [ClH:2].[Cl:16][C:10]1[CH:11]=[CH:12][C:13]([Cl:15])=[CH:14][C:9]=1[C:7]1[N:6]=[C:5]2[CH2:17][CH2:18][CH2:19][C:4]2=[C:3]([NH:20][C:21]2[CH:22]=[CH:23][C:24]([CH2:27][C:28]([NH2:30])=[O:29])=[CH:25][CH:26]=2)[CH:8]=1. The yield is 0.100. (4) The reactants are Cl.[CH3:2][C:3]1([S:9]([C:12]2[CH:17]=[CH:16][CH:15]=[C:14]([C:18]([F:21])([F:20])[F:19])[CH:13]=2)(=[O:11])=[O:10])[CH2:8][CH2:7][NH:6][CH2:5][CH2:4]1.CCN(C(C)C)C(C)C.[Cl:31][CH2:32][C:33](Cl)=[O:34]. The catalyst is C(Cl)Cl. The yield is 0.690. The product is [Cl:31][CH2:32][C:33]([N:6]1[CH2:5][CH2:4][C:3]([CH3:2])([S:9]([C:12]2[CH:17]=[CH:16][CH:15]=[C:14]([C:18]([F:21])([F:19])[F:20])[CH:13]=2)(=[O:10])=[O:11])[CH2:8][CH2:7]1)=[O:34]. (5) The reactants are O[CH2:2][CH:3]1[CH2:8][CH2:7][C:6]2[C:9]3[C:14]([NH:15][C:16]4[CH:25]=[CH:24][C:19]5[NH:20][C:21](=[O:23])[S:22][C:18]=5[CH:17]=4)=[N:13][CH:12]=[N:11][C:10]=3[S:26][C:5]=2[CH2:4]1.O1CCCC1.P([N:48]=[N+:49]=[N-:50])(=O)(OC1C=CC=CC=1)OC1C=CC=CC=1.N1CCCN2CCCCCC=12. The catalyst is O. The product is [N:48]([CH2:2][CH:3]1[CH2:8][CH2:7][C:6]2[C:9]3[C:14]([NH:15][C:16]4[CH:25]=[CH:24][C:19]5[NH:20][C:21](=[O:23])[S:22][C:18]=5[CH:17]=4)=[N:13][CH:12]=[N:11][C:10]=3[S:26][C:5]=2[CH2:4]1)=[N+:49]=[N-:50]. The yield is 0.620. (6) The reactants are [C:1]1(/[CH:7]=[CH:8]/[S:9](Cl)(=[O:11])=[O:10])[CH:6]=[CH:5][CH:4]=[CH:3][CH:2]=1.[CH3:13][O:14][C:15](=[O:25])[CH:16]=[CH:17][C:18]1[CH:23]=[CH:22][CH:21]=[C:20]([NH2:24])[CH:19]=1.C([O-])(O)=O.[Na+]. The catalyst is O1CCOCC1.O. The product is [CH3:13][O:14][C:15](=[O:25])[CH:16]=[CH:17][C:18]1[CH:23]=[CH:22][CH:21]=[C:20]([NH:24][S:9](/[CH:8]=[CH:7]/[C:1]2[CH:6]=[CH:5][CH:4]=[CH:3][CH:2]=2)(=[O:11])=[O:10])[CH:19]=1. The yield is 0.700.